Dataset: Forward reaction prediction with 1.9M reactions from USPTO patents (1976-2016). Task: Predict the product of the given reaction. (1) Given the reactants Cl[C:2]1[CH:7]=[CH:6][N:5]=[C:4]([C:8]([NH:10][CH3:11])=[O:9])[CH:3]=1.[Br:12][C:13]1[CH:21]=[C:20]2[C:16]([CH2:17][CH2:18][NH:19]2)=[CH:15][CH:14]=1, predict the reaction product. The product is: [Br:12][C:13]1[CH:21]=[C:20]2[C:16]([CH2:17][CH2:18][N:19]2[C:2]2[CH:7]=[CH:6][N:5]=[C:4]([C:8]([NH:10][CH3:11])=[O:9])[CH:3]=2)=[CH:15][CH:14]=1. (2) Given the reactants O=C=[N:3]C1CC(C)(C)CC(C)(CN=C=O)C1.[C:17]([O:21][CH2:22][C:23](CO)(COC(=O)C=C)COC(=O)C=C)(=[O:20])[CH:18]=[CH2:19].C([O-])(=O)CCCCCCCCCCC.C([O-])(=O)CCCCCCCCCCC.C([Sn+2]CCCC)CCC, predict the reaction product. The product is: [C:17]([OH:21])(=[O:20])[CH:18]=[CH2:19].[NH2:3][C:17]([O:21][CH2:22][CH3:23])=[O:20]. (3) Given the reactants ClCCOC1C=C(C=CC=1)C#N.Cl[CH2:14][CH2:15][CH2:16][O:17][C:18]1[CH:19]=[C:20]([CH:23]=[CH:24][CH:25]=1)[C:21]#[N:22].[NH:26]1[CH:30]=[N:29][C:28](S)=[N:27]1.N1C=NC=N1, predict the reaction product. The product is: [N:26]1([CH2:14][CH2:15][CH2:16][O:17][C:18]2[CH:19]=[C:20]([CH:23]=[CH:24][CH:25]=2)[C:21]#[N:22])[CH:30]=[N:29][CH:28]=[N:27]1. (4) Given the reactants Cl[C:2]1[C:7]([CH:8]([CH2:13][CH2:14][CH3:15])[C:9]([O:11][CH3:12])=[O:10])=[C:6]([CH3:16])[N:5]=[C:4]([N:17]2[CH2:22][CH2:21][CH2:20][CH2:19][CH2:18]2)[N:3]=1.C(N(CC)C(C)C)(C)C.[N:32]1[C:41]2[C:36](=[CH:37][CH:38]=[CH:39][C:40]=2B(O)O)[CH:35]=[CH:34][CH:33]=1, predict the reaction product. The product is: [CH3:16][C:6]1[C:7]([CH:8]([CH2:13][CH2:14][CH3:15])[C:9]([O:11][CH3:12])=[O:10])=[C:2]([C:40]2[CH:39]=[CH:38][CH:37]=[C:36]3[C:41]=2[N:32]=[CH:33][CH:34]=[CH:35]3)[N:3]=[C:4]([N:17]2[CH2:22][CH2:21][CH2:20][CH2:19][CH2:18]2)[N:5]=1. (5) Given the reactants C(O)(C(F)(F)F)=O.C(OC([NH:15][C:16]([N:25]1[CH2:29][CH2:28][CH2:27][CH:26]1[C:30]1[O:34][N:33]=[C:32]([C:35]2[CH:40]=[CH:39][CH:38]=[CH:37][N:36]=2)[CH:31]=1)=[N:17]C(OC(C)(C)C)=O)=O)(C)(C)C, predict the reaction product. The product is: [N:36]1[CH:37]=[CH:38][CH:39]=[CH:40][C:35]=1[C:32]1[CH:31]=[C:30]([CH:26]2[CH2:27][CH2:28][CH2:29][N:25]2[C:16](=[NH:15])[NH2:17])[O:34][N:33]=1.